Dataset: Full USPTO retrosynthesis dataset with 1.9M reactions from patents (1976-2016). Task: Predict the reactants needed to synthesize the given product. (1) Given the product [Cl:40][C:24]1[CH:23]=[C:22]([NH:21][C:19]2[C:20]3[N:12]([CH2:11][CH2:10][OH:9])[CH:13]=[CH:14][C:15]=3[N:16]=[CH:17][N:18]=2)[CH:39]=[CH:38][C:25]=1[O:26][C:27]1[CH:28]=[CH:29][C:30]([F:37])=[C:31]([CH:36]=1)[C:32]([NH:50][C:44]1([CH3:43])[CH2:49][CH2:48][CH2:47][CH2:46][CH2:45]1)=[O:33], predict the reactants needed to synthesize it. The reactants are: C([O:9][CH2:10][CH2:11][N:12]1[C:20]2[C:19]([NH:21][C:22]3[CH:39]=[CH:38][C:25]([O:26][C:27]4[CH:28]=[CH:29][C:30]([F:37])=[C:31]([CH:36]=4)[C:32](OC)=[O:33])=[C:24]([Cl:40])[CH:23]=3)=[N:18][CH:17]=[N:16][C:15]=2[CH:14]=[CH:13]1)(=O)C1C=CC=CC=1.[OH-].[Na+].[CH3:43][C:44]1([NH2:50])[CH2:49][CH2:48][CH2:47][CH2:46][CH2:45]1.Cl.C(N=C=NCCCN(C)C)C.ON1C2C=CC=CC=2N=N1. (2) The reactants are: CN(C)C=O.S(Cl)([Cl:8])=O.[Br:10][C:11]1[CH:16]=[CH:15][CH:14]=[CH:13][C:12]=1[CH2:17][CH2:18][S:19]([O-:22])(=O)=[O:20].[Na+]. Given the product [Br:10][C:11]1[CH:16]=[CH:15][CH:14]=[CH:13][C:12]=1[CH2:17][CH2:18][S:19]([Cl:8])(=[O:22])=[O:20], predict the reactants needed to synthesize it. (3) Given the product [C:1]([O:5][C:6](=[O:25])[NH:7][C:8]1[CH:13]=[C:12]([N:14]2[CH2:15][CH2:16][O:17][CH2:18][CH2:19]2)[C:11]([C:20]([F:21])([F:22])[F:23])=[CH:10][C:9]=1[NH:24][C:31](=[O:30])[CH2:32][C:33](=[O:53])[C:34]1[CH:39]=[CH:38][CH:37]=[C:36]([C:40]2[CH:44]=[C:43]([CH2:45][O:46][CH:47]3[CH2:52][CH2:51][CH2:50][CH2:49][O:48]3)[O:42][N:41]=2)[CH:35]=1)([CH3:4])([CH3:2])[CH3:3], predict the reactants needed to synthesize it. The reactants are: [C:1]([O:5][C:6](=[O:25])[NH:7][C:8]1[CH:13]=[C:12]([N:14]2[CH2:19][CH2:18][O:17][CH2:16][CH2:15]2)[C:11]([C:20]([F:23])([F:22])[F:21])=[CH:10][C:9]=1[NH2:24])([CH3:4])([CH3:3])[CH3:2].C([O:30][C:31](=O)[CH2:32][C:33](=[O:53])[C:34]1[CH:39]=[CH:38][CH:37]=[C:36]([C:40]2[CH:44]=[C:43]([CH2:45][O:46][CH:47]3[CH2:52][CH2:51][CH2:50][CH2:49][O:48]3)[O:42][N:41]=2)[CH:35]=1)(C)(C)C. (4) Given the product [OH:13][C:12]1[C:11]([CH3:10])=[C:16]([OH:17])[N:8]=[CH:6][N:7]=1, predict the reactants needed to synthesize it. The reactants are: CC[O-].[Na+].Cl.[CH:6]([NH2:8])=[NH:7].C[CH2:10][CH:11]([C:16](OCC)=[O:17])[C:12](OC)=[O:13]. (5) Given the product [CH3:1][C:2]1[N:6]([S:31]([C:28]2[CH:27]=[CH:26][C:25]([S:22]([CH3:21])(=[O:24])=[O:23])=[CH:30][CH:29]=2)(=[O:33])=[O:32])[C:5]2[S:7][CH:8]=[CH:9][C:4]=2[C:3]=1[CH2:10][C:11]([O:13][CH3:14])=[O:12], predict the reactants needed to synthesize it. The reactants are: [CH3:1][C:2]1[NH:6][C:5]2[S:7][CH:8]=[CH:9][C:4]=2[C:3]=1[CH2:10][C:11]([O:13][CH3:14])=[O:12].C(O[K])(C)(C)C.[CH3:21][S:22]([C:25]1[CH:30]=[CH:29][C:28]([S:31](Cl)(=[O:33])=[O:32])=[CH:27][CH:26]=1)(=[O:24])=[O:23]. (6) Given the product [CH3:1][N:2]1[CH2:7][CH2:6][CH2:5][C@@H:4]([CH2:8][O:9][C:10]2[C:18]3[C:17]4[CH:19]=[C:20]([C:23]#[N:24])[N:21]=[CH:22][C:16]=4[NH:15][C:14]=3[N:13]=[CH:12][CH:11]=2)[CH2:3]1, predict the reactants needed to synthesize it. The reactants are: [CH3:1][N:2]1[CH2:7][CH2:6][CH2:5][C@@H:4]([CH2:8][O:9][C:10]2[C:18]3[C:17]4[CH:19]=[C:20]([C:23]#[N:24])[N:21]=[CH:22][C:16]=4[N:15](COCC[Si](C)(C)C)[C:14]=3[N:13]=[CH:12][CH:11]=2)[CH2:3]1.Br.[OH-].[Na+].Cl. (7) Given the product [NH2:1][C:2]1[CH:7]=[CH:6][CH:5]=[C:4]([C:9]2[CH:14]=[CH:13][CH:12]=[CH:11][CH:10]=2)[N:3]=1, predict the reactants needed to synthesize it. The reactants are: [NH2:1][C:2]1[CH:7]=[CH:6][CH:5]=[C:4](Br)[N:3]=1.[C:9]1(B(O)O)[CH:14]=[CH:13][CH:12]=[CH:11][CH:10]=1.C(=O)([O-])[O-].[Na+].[Na+]. (8) Given the product [C:19]1([C:25]2[CH:30]=[C:29]([CH:31]3[CH2:32][CH2:33][N:34]([C:9](=[O:11])[CH2:8][N:2]4[CH2:3][CH2:4][O:5][CH2:6][CH2:7]4)[CH2:35][CH2:36]3)[CH:28]=[CH:27][C:26]=2[NH:37][C:38]([C:40]2[NH:41][CH:42]=[C:43]([C:45]#[N:46])[N:44]=2)=[O:39])[CH2:24][CH2:23][CH2:22][CH2:21][CH:20]=1, predict the reactants needed to synthesize it. The reactants are: [K+].[N:2]1([CH2:8][C:9]([O-:11])=O)[CH2:7][CH2:6][O:5][CH2:4][CH2:3]1.FC(F)(F)C(O)=O.[C:19]1([C:25]2[CH:30]=[C:29]([CH:31]3[CH2:36][CH2:35][NH:34][CH2:33][CH2:32]3)[CH:28]=[CH:27][C:26]=2[NH:37][C:38]([C:40]2[NH:41][CH:42]=[C:43]([C:45]#[N:46])[N:44]=2)=[O:39])[CH2:24][CH2:23][CH2:22][CH2:21][CH:20]=1.C1CN([P+](Br)(N2CCCC2)N2CCCC2)CC1.F[P-](F)(F)(F)(F)F.CCN(C(C)C)C(C)C. (9) Given the product [Br:1][C:2]1[CH:10]=[CH:9][C:8]([Cl:11])=[CH:7][C:3]=1[C:4]1[O:6][CH2:27][C:26]([CH3:30])([CH3:29])[N:25]=1, predict the reactants needed to synthesize it. The reactants are: [Br:1][C:2]1[CH:10]=[CH:9][C:8]([Cl:11])=[CH:7][C:3]=1[C:4]([OH:6])=O.C(Cl)(=O)C(Cl)=O.C(N(CC)CC)C.[NH2:25][C:26]([CH3:30])([CH3:29])[CH2:27]O.Cl.S(Cl)(Cl)=O.C(=O)(O)[O-].[Na+].[OH-].[Na+]. (10) Given the product [CH3:43][C:41]1[N:42]=[C:12]2[N:11]([CH:8]3[CH2:9][CH2:10][C:5](=[O:4])[CH2:6][CH2:7]3)[C:16](=[O:17])[C:15]([CH2:18][C:19]3[CH:20]=[CH:21][C:22]([C:25]4[CH:30]=[CH:29][CH:28]=[CH:27][C:26]=4[C:31]4[NH:35][C:34](=[O:36])[O:33][N:32]=4)=[CH:23][CH:24]=3)=[C:14]([CH2:37][CH2:38][CH3:39])[N:13]2[N:40]=1, predict the reactants needed to synthesize it. The reactants are: O1[C:5]2([CH2:10][CH2:9][CH:8]([N:11]3[C:16](=[O:17])[C:15]([CH2:18][C:19]4[CH:24]=[CH:23][C:22]([C:25]5[CH:30]=[CH:29][CH:28]=[CH:27][C:26]=5[C:31]5[NH:35][C:34](=[O:36])[O:33][N:32]=5)=[CH:21][CH:20]=4)=[C:14]([CH2:37][CH2:38][CH3:39])[N:13]4[N:40]=[C:41]([CH3:43])[N:42]=[C:12]34)[CH2:7][CH2:6]2)[O:4]CC1.Cl.